Task: Predict the reaction yield, written as a fraction of the theoretical maximum amount of product (1.0 means a 100% yield; for example, 0.34 means a 34% yield).. Dataset: Reaction yield outcomes from USPTO patents with 853,638 reactions (1) The reactants are [NH2:1][C:2]1[CH:7]=[CH:6][C:5]([N+:8]([O-:10])=[O:9])=[CH:4][N:3]=1.C[Si]([N-][Si](C)(C)C)(C)C.[Na+].[CH3:21][C:22]([O:25][C:26](O[C:26]([O:25][C:22]([CH3:24])([CH3:23])[CH3:21])=[O:27])=[O:27])([CH3:24])[CH3:23]. The catalyst is C1COCC1.CCOC(C)=O. The product is [C:22]([O:25][C:26]([NH:1][C:2]1[CH:7]=[CH:6][C:5]([N+:8]([O-:10])=[O:9])=[CH:4][N:3]=1)=[O:27])([CH3:24])([CH3:23])[CH3:21]. The yield is 0.700. (2) The reactants are CS(O[C@H:6]1[CH2:10][N:9]([C:11]([O:13][C:14]([CH3:17])([CH3:16])[CH3:15])=[O:12])[C@@H:8]([C:18](=[O:33])[NH:19][C:20]2[CH:25]=[CH:24][C:23]([N:26]3[CH2:31][CH2:30][O:29][CH2:28][C:27]3=[O:32])=[CH:22][CH:21]=2)[CH2:7]1)(=O)=O.[N-:34]=[N+:35]=[N-:36].[Na+]. The catalyst is CN(C)C=O. The product is [N:34]([C@@H:6]1[CH2:10][N:9]([C:11]([O:13][C:14]([CH3:16])([CH3:17])[CH3:15])=[O:12])[C@@H:8]([C:18](=[O:33])[NH:19][C:20]2[CH:25]=[CH:24][C:23]([N:26]3[CH2:31][CH2:30][O:29][CH2:28][C:27]3=[O:32])=[CH:22][CH:21]=2)[CH2:7]1)=[N+:35]=[N-:36]. The yield is 1.00. (3) The reactants are Cl[C:2]1[N:7]=[N:6][C:5]([NH2:8])=[N:4][C:3]=1[C:9]1[CH:14]=[CH:13][CH:12]=[CH:11][CH:10]=1.C([O-])([O-])=O.[K+].[K+].Cl.[F:22][C:23]1([F:29])[CH2:28][CH2:27][NH:26][CH2:25][CH2:24]1. No catalyst specified. The product is [F:22][C:23]1([F:29])[CH2:28][CH2:27][N:26]([C:2]2[N:7]=[N:6][C:5]([NH2:8])=[N:4][C:3]=2[C:9]2[CH:14]=[CH:13][CH:12]=[CH:11][CH:10]=2)[CH2:25][CH2:24]1. The yield is 0.140. (4) The reactants are [OH:1][C:2]1[CH:10]=[CH:9][C:8]([NH:11][CH2:12][C:13]2[C:18]([F:19])=[C:17]([F:20])[C:16]([C:21]([F:24])([F:23])[F:22])=[C:15]([F:25])[C:14]=2[F:26])=[CH:7][C:3]=1[C:4]([OH:6])=[O:5].[OH-].[K+:28]. The catalyst is C(O)C. The product is [OH:1][C:2]1[CH:10]=[CH:9][C:8]([NH:11][CH2:12][C:13]2[C:14]([F:26])=[C:15]([F:25])[C:16]([C:21]([F:24])([F:23])[F:22])=[C:17]([F:20])[C:18]=2[F:19])=[CH:7][C:3]=1[C:4]([O-:6])=[O:5].[K+:28]. The yield is 0.917.